This data is from Forward reaction prediction with 1.9M reactions from USPTO patents (1976-2016). The task is: Predict the product of the given reaction. (1) Given the reactants [F:1][C:2]1[N:7]=[C:6](F)[CH:5]=[C:4]([CH3:9])[N:3]=1.[Cl:10][C:11]1[N:16]=[C:15]2[S:17][C:18]([NH2:20])=[N:19][C:14]2=[CH:13][CH:12]=1.[H-].[Na+].[Cl-].[NH4+], predict the reaction product. The product is: [Cl:10][C:11]1[N:16]=[C:15]2[S:17][C:18]([NH:20][C:6]3[CH:5]=[C:4]([CH3:9])[N:3]=[C:2]([F:1])[N:7]=3)=[N:19][C:14]2=[CH:13][CH:12]=1. (2) Given the reactants [NH2:1][C:2]1[C:16]([F:17])=[CH:15][C:5]([O:6][C:7]2[CH:12]=[CH:11][N:10]=[C:9]([NH2:13])[C:8]=2I)=[C:4]([F:18])[CH:3]=1.[CH3:19][N:20]1[CH:24]=[C:23](B2OC(C)(C)C(C)(C)O2)[CH:22]=[N:21]1.C([O-])([O-])=O.[K+].[K+].C([O-])(O)=O.[Na+], predict the reaction product. The product is: [NH2:1][C:2]1[C:16]([F:17])=[CH:15][C:5]([O:6][C:7]2[CH:12]=[CH:11][N:10]=[C:9]([NH2:13])[C:8]=2[C:23]2[CH:22]=[N:21][N:20]([CH3:19])[CH:24]=2)=[C:4]([F:18])[CH:3]=1.